From a dataset of Reaction yield outcomes from USPTO patents with 853,638 reactions. Predict the reaction yield, written as a fraction of the theoretical maximum amount of product (1.0 means a 100% yield; for example, 0.34 means a 34% yield). (1) The reactants are C(P1(=O)OP(CCC)(=O)OP(CCC)(=O)O1)CC.[CH3:19][C:20]1([C:39](O)=[O:40])[CH2:24][CH2:23][N:22]([CH2:25][C:26]2[CH:31]=[CH:30][CH:29]=[C:28]([O:32][C:33]3[CH:38]=[CH:37][CH:36]=[CH:35][CH:34]=3)[CH:27]=2)[CH2:21]1.[CH2:42]([NH2:44])[CH3:43]. The catalyst is CC(=O)OCC. The product is [CH2:42]([NH:44][C:39]([C@@:20]1([CH3:19])[CH2:24][CH2:23][N:22]([CH2:25][C:26]2[CH:31]=[CH:30][CH:29]=[C:28]([O:32][C:33]3[CH:38]=[CH:37][CH:36]=[CH:35][CH:34]=3)[CH:27]=2)[CH2:21]1)=[O:40])[CH3:43]. The yield is 0.430. (2) The reactants are [CH3:1][O:2][C:3]1[CH:8]=[CH:7][CH:6]=[CH:5][C:4]=1[N:9]1[CH:13]=[C:12]([CH3:14])[C:11]([C:15](OCC)=[O:16])=[N:10]1.[H-].[Al+3].[Li+].[H-].[H-].[H-]. The catalyst is O1CCCC1.C1(C)C=CC=CC=1.[O-2].[O-2].[Mn+4]. The product is [CH3:1][O:2][C:3]1[CH:8]=[CH:7][CH:6]=[CH:5][C:4]=1[N:9]1[CH:13]=[C:12]([CH3:14])[C:11]([CH:15]=[O:16])=[N:10]1. The yield is 0.700. (3) The reactants are [Br:1][C:2]1[CH:7]=[C:6]([N+:8]([O-])=O)[CH:5]=[C:4]([CH2:11][O:12][CH3:13])[CH:3]=1.CCO.O.[Cl-].[NH4+]. The catalyst is C(OCC)(=O)C.[Fe]. The product is [Br:1][C:2]1[CH:7]=[C:6]([CH:5]=[C:4]([CH2:11][O:12][CH3:13])[CH:3]=1)[NH2:8]. The yield is 0.625. (4) The reactants are [C:1]([C:4]1[C:9](=[O:10])[C:8]([O:11][CH3:12])=[CH:7][N:6]([C:13]2[CH:18]=[CH:17][C:16]([N:19]3[CH2:24][CH2:23][O:22][CH2:21][CH2:20]3)=[C:15]([F:25])[C:14]=2[F:26])[N:5]=1)(=O)[CH3:2].[CH3:27]OC(OC)N(C)C.[C:35]1([NH:41][NH2:42])[CH:40]=[CH:39][CH:38]=[CH:37][CH:36]=1. No catalyst specified. The product is [F:26][C:14]1[C:15]([F:25])=[C:16]([N:19]2[CH2:20][CH2:21][O:22][CH2:23][CH2:24]2)[CH:17]=[CH:18][C:13]=1[N:6]1[CH:7]=[C:8]([O:11][CH3:12])[C:9](=[O:10])[C:4]([C:1]2[N:41]([C:35]3[CH:40]=[CH:39][CH:38]=[CH:37][CH:36]=3)[N:42]=[CH:27][CH:2]=2)=[N:5]1. The yield is 0.550. (5) The reactants are C(N(CC)C(=O)[O:5][C:6]1[CH:11]=[CH:10][CH:9]=[C:8]([Cl:12])[C:7]=1[CH2:13][CH2:14][CH2:15][OH:16])C.[OH-].[Na+]. The catalyst is C(O)C. The product is [Cl:12][C:8]1[C:7]([CH2:13][CH2:14][CH2:15][OH:16])=[C:6]([OH:5])[CH:11]=[CH:10][CH:9]=1. The yield is 0.790. (6) The reactants are [CH3:1][O:2][C:3](=[O:21])[C:4]1[CH:9]=[C:8]([C:10](=[O:12])[CH3:11])[CH:7]=[CH:6][C:5]=1[O:13][CH2:14][C:15]1[CH:20]=[CH:19][CH:18]=[CH:17][CH:16]=1.[Br:22]Br.C(OCC)C. The catalyst is C(Cl)(Cl)Cl.C1(C)C=CC=CC=1. The product is [CH3:1][O:2][C:3](=[O:21])[C:4]1[CH:9]=[C:8]([C:10](=[O:12])[CH2:11][Br:22])[CH:7]=[CH:6][C:5]=1[O:13][CH2:14][C:15]1[CH:16]=[CH:17][CH:18]=[CH:19][CH:20]=1. The yield is 0.550.